Task: Predict the reaction yield, written as a fraction of the theoretical maximum amount of product (1.0 means a 100% yield; for example, 0.34 means a 34% yield).. Dataset: Reaction yield outcomes from USPTO patents with 853,638 reactions (1) The reactants are [CH:1]1([C:4]2[CH:9]=[CH:8][N:7]=[CH:6][C:5]=2[N:10]2[CH2:14][CH2:13][N:12]([C:15]3[CH:20]=[C:19](Cl)[N:18]=[C:17]([Cl:22])[CH:16]=3)[C:11]2=[O:23])[CH2:3][CH2:2]1.[CH:24]1(B(O)O)[CH2:26][CH2:25]1.C(=O)([O-])[O-].[Na+].[Na+]. The catalyst is C1C=CC([P]([Pd]([P](C2C=CC=CC=2)(C2C=CC=CC=2)C2C=CC=CC=2)([P](C2C=CC=CC=2)(C2C=CC=CC=2)C2C=CC=CC=2)[P](C2C=CC=CC=2)(C2C=CC=CC=2)C2C=CC=CC=2)(C2C=CC=CC=2)C2C=CC=CC=2)=CC=1.C1(C)C=CC=CC=1. The product is [Cl:22][C:17]1[CH:16]=[C:15]([N:12]2[CH2:13][CH2:14][N:10]([C:5]3[CH:6]=[N:7][CH:8]=[CH:9][C:4]=3[CH:1]3[CH2:3][CH2:2]3)[C:11]2=[O:23])[CH:20]=[C:19]([CH:24]2[CH2:26][CH2:25]2)[N:18]=1. The yield is 0.200. (2) The reactants are [CH3:1][C@@H:2]1[C@H:36]([OH:37])[C@@H:35]([CH3:38])[C@@H:34]([OH:39])[C@@H:33]([CH3:40])[C@H:32]([O:41][C:42]([CH3:44])=[O:43])[C@H:31]([CH3:45])[C@@H:30]([O:46][CH3:47])[CH:29]=[CH:28][O:27][C@:24]2([CH3:48])[C:25](=[O:26])[C:14]3[C:15]([O:23]2)=[C:16]([CH3:22])[C:17]([OH:21])=[C:18]2[C:19](=[O:20])[C:10](=[CH:11][C:12]4(OC(=O)CO4)[C:13]=32)[NH:9][C:7](=[O:8])[C:6]([CH3:54])=[CH:5][CH:4]=[CH:3]1.[NH2:55][C:56]1[CH:61]=[C:60]([CH3:62])[CH:59]=[CH:58][N:57]=1.O=C1O[C@H]([C@H](CO)O)C(O)=C1O.Cl. The catalyst is CC(CC(C)C)=O.C(O)C.O. The product is [CH3:62][C:60]1[CH:59]=[CH:58][N:57]2[C:11]3[C:10]4[NH:9][C:7](=[O:8])[C:6]([CH3:54])=[CH:5][CH:4]=[CH:3][C@H:2]([CH3:1])[C@H:36]([OH:37])[C@@H:35]([CH3:38])[C@@H:34]([OH:39])[C@@H:33]([CH3:40])[C@H:32]([O:41][C:42]([CH3:44])=[O:43])[C@H:31]([CH3:45])[C@@H:30]([O:46][CH3:47])[CH:29]=[CH:28][O:27][C@:24]5([CH3:48])[C:25](=[O:26])[C:14]6=[C:15]([O:23]5)[C:16]([CH3:22])=[C:17]([OH:21])[C:18](=[C:13]6[C:12]=3[N:55]=[C:56]2[CH:61]=1)[C:19]=4[OH:20]. The yield is 0.314. (3) The reactants are [Br:1][C:2]1[CH:7]=[CH:6][C:5]([S:8](Cl)(=[O:10])=[O:9])=[CH:4][CH:3]=1.[NH2:12][C:13]1[C:14]([CH3:20])=[N:15][N:16]([CH3:19])[C:17]=1[CH3:18]. The catalyst is N1C=CC=CC=1. The product is [Br:1][C:2]1[CH:7]=[CH:6][C:5]([S:8]([NH:12][C:13]2[C:14]([CH3:20])=[N:15][N:16]([CH3:19])[C:17]=2[CH3:18])(=[O:10])=[O:9])=[CH:4][CH:3]=1. The yield is 0.790. (4) The reactants are [H-].[Na+].[N:3]1[CH:8]=[CH:7][C:6]([C:9]2[N:13]3[CH2:14][CH2:15][CH2:16][NH:17][C:12]3=[N:11][N:10]=2)=[CH:5][CH:4]=1.Cl[CH:19]([C:21]1[N:25]=[C:24]([C:26]2[CH:31]=[CH:30][CH:29]=[C:28]([Cl:32])[CH:27]=2)[O:23][N:22]=1)[CH3:20].[NH4+].[Cl-]. The catalyst is CN(C=O)C.O. The product is [Cl:32][C:28]1[CH:27]=[C:26]([C:24]2[O:23][N:22]=[C:21]([C@@H:19]([N:17]3[CH2:16][CH2:15][CH2:14][N:13]4[C:9]([C:6]5[CH:7]=[CH:8][N:3]=[CH:4][CH:5]=5)=[N:10][N:11]=[C:12]34)[CH3:20])[N:25]=2)[CH:31]=[CH:30][CH:29]=1. The yield is 0.220. (5) The reactants are [Br:1][C:2]1[CH:3]=[C:4]([NH:23][CH2:24][C:25]2[N:26]=[N:27][NH:28][C:29]=2[CH:30](OCC)[O:31]CC)[CH:5]=[C:6]2[C:11]=1[N:10]=[CH:9][C:8]([C:12]#[N:13])=[C:7]2[NH:14][C:15]1[CH:20]=[CH:19][C:18]([F:21])=[C:17]([Cl:22])[CH:16]=1.Cl.C(=O)([O-])[O-].[Na+].[Na+].[BH4-].[Na+]. The catalyst is CO. The product is [Br:1][C:2]1[CH:3]=[C:4]([NH:23][CH2:24][C:25]2[N:26]=[N:27][NH:28][C:29]=2[CH2:30][OH:31])[CH:5]=[C:6]2[C:11]=1[N:10]=[CH:9][C:8]([C:12]#[N:13])=[C:7]2[NH:14][C:15]1[CH:20]=[CH:19][C:18]([F:21])=[C:17]([Cl:22])[CH:16]=1. The yield is 0.950. (6) The reactants are [CH2:1]([C:3]12[CH2:23][CH2:22][C:17]3([O:21][CH2:20][CH2:19][O:18]3)[CH2:16][CH:4]1[CH2:5][CH2:6][CH2:7][C:8]1[CH:13]=[C:12]([NH2:14])[C:11]([CH3:15])=[CH:10][C:9]=12)[CH3:2].[C:24]([O-])(=[O:26])[CH3:25].[K+].C(OC(=O)C)(=O)C.C([O-])(O)=O.[Na+]. The catalyst is C(Cl)Cl. The product is [CH2:1]([C@:3]12[CH2:23][CH2:22][C:17]3([O:18][CH2:19][CH2:20][O:21]3)[CH2:16][C@H:4]1[CH2:5][CH2:6][CH2:7][C:8]1[CH:13]=[C:12]([NH:14][C:24](=[O:26])[CH3:25])[C:11]([CH3:15])=[CH:10][C:9]=12)[CH3:2]. The yield is 0.620.